Dataset: NCI-60 drug combinations with 297,098 pairs across 59 cell lines. Task: Regression. Given two drug SMILES strings and cell line genomic features, predict the synergy score measuring deviation from expected non-interaction effect. Drug 1: C1CCN(CC1)CCOC2=CC=C(C=C2)C(=O)C3=C(SC4=C3C=CC(=C4)O)C5=CC=C(C=C5)O. Drug 2: CC12CCC(CC1=CCC3C2CCC4(C3CC=C4C5=CN=CC=C5)C)O. Cell line: SK-MEL-5. Synergy scores: CSS=-2.97, Synergy_ZIP=5.99, Synergy_Bliss=9.06, Synergy_Loewe=-0.511, Synergy_HSA=0.213.